Dataset: Forward reaction prediction with 1.9M reactions from USPTO patents (1976-2016). Task: Predict the product of the given reaction. Given the reactants [OH:1][N:2]=[C:3]([C:5]1[CH:6]=[CH:7][C:8]2[N:9]([CH:11]=[CH:12][N:13]=2)[CH:10]=1)[NH2:4].[C:14](Cl)(=O)[C:15]1[CH:20]=[CH:19][CH:18]=[N:17][CH:16]=1.Cl.N, predict the reaction product. The product is: [N:13]1[CH:12]=[CH:11][N:9]2[CH:10]=[C:5]([C:3]3[N:4]=[C:14]([C:15]4[CH:16]=[N:17][CH:18]=[CH:19][CH:20]=4)[O:1][N:2]=3)[CH:6]=[CH:7][C:8]=12.